From a dataset of Drug-target binding data from BindingDB using IC50 measurements. Regression. Given a target protein amino acid sequence and a drug SMILES string, predict the binding affinity score between them. We predict pIC50 (pIC50 = -log10(IC50 in M); higher means more potent). Dataset: bindingdb_ic50. (1) The small molecule is CCCCCCc1ccn(Cc2ccc(N)cc2)c(=O)c1. The target protein sequence is MIIKPRVRGFICVTAHPTGCEANVKKQIDYVTTEGPIANGPKRVLVIGASTGYGLAARITAAFGCGADTLGVFFERPGEEGKPGTSGWYNSAAFHKFAAQKGLYAKSINGDAFSDEIKQLTIDAIKQDLGQVDQVIYSLASPRRTHPKTGEVFNSALKPIGNAVNLRGLDTDKEVIKESVLQPATQSEIDSTVAVMGGEDWQMWIDALLDAGVLAEGAQTTAFTYLGEKITHDIYWNGSIGAAKKDLDQKVLAIRESLAAHGGGDARVSVLKAVVSQASSAIPMMPLYLSLLFKVMKEKGTHEGCIEQVYSLYKDSLCGDSPHMDQEGRLRADYKELDPEVQNQVQQLWDQVTNDNIYQLTDFVGYKSEFLNLFGFGIDGVDYDADVNPDVKIPNLIQG. The pIC50 is 5.2. (2) The drug is Cc1cc(NC(=O)Nc2ccc(Cl)c(OC(F)(F)F)c2)ccc1Oc1cc(NC(=O)C2CC2)ncn1. The target protein sequence is KRANGGELKTGYLSIVMDPDELPLDEHCERLPYDASKWEFPRDRLKLGKPLGRGAFGQVIEADAFGIDKTATCRTVAVKMLKEGATHSEHRALMSELKILIHIGHHLNVVNLLGACTKPGGPLMVIVEFCKFGNLSTYLRSKRNEFVPYKTKGARFRQGKDYVGAIPVDLKRRLDSITSSQSSASSGFVEEKSLSDVEEEEAPEDLYKDFLTLEHLICYSFQVAKGMEFLASRKCIHRDLAARNILLSEKNVVKICDFGLARDIYKDPDYVRKGDARLPLKWMAPETIFDRVYTIQSDVWSFGVLLWEIFSLGASPYPGVKIDEEFCRRLKEGTRMRAPDYTTPEMYQTMLDCWHGEPSQRPTFSELVEHLGNLLQANAQQDGKDYIVLPISETLSMEEDSGLSLPTSPVSCMEEEEVCDPKFHYDNTAGISQYLQNSKRKSRPVSVKTFEDIPLEEPEVKVIPDDNQTDSGMVLASEELKTLEDRTKLSPSFGGMVPSK.... The pIC50 is 8.0. (3) The compound is c1cn(CC2CC2)cn1. The target protein (Q16696) has sequence MLASGLLLVTLLACLTVMVLMSVWRQRKSRGKLPPGPTPLPFIGNYLQLNTEQMYNSLMKISERYGPVFTIHLGPRRVVVLCGHDAVKEALVDQAEEFSGRGEQATFDWLFKGYGVAFSNGERAKQLRRFSIATLRGFGVGKRGIEERIQEEAGFLIDALRGTHGANIDPTFFLSRTVSNVISSIVFGDRFDYEDKEFLSLLRMMLGSFQFTATSTGQLYEMFSSVMKHLPGPQQQAFKELQGLEDFIAKKVEHNQRTLDPNSPRDFIDSFLIRMQEEEKNPNTEFYLKNLVMTTLNLFFAGTETVSTTLRYGFLLLMKHPEVEAKVHEEIDRVIGKNRQPKFEDRAKMPYTEAVIHEIQRFGDMLPMGLAHRVNKDTKFRDFFLPKGTEVFPMLGSVLRDPRFFSNPRDFNPQHFLDKKGQFKKSDAFVPFSIGKRYCFGEGLARMELFLFFTTIMQNFRFKSPQSPKDIDVSPKHVGFATIPRNYTMSFLPR. The pIC50 is 3.8. (4) The compound is CCCCCCCCCCCCCCCC[C@@]1(O)C[N+](C)(C)CCO1. The target protein (P23786) has sequence MVPRLLLRAWPRGPAVGPGAPSRPLSAGSGPGQYLQRSIVPTMHYQDSLPRLPIPKLEDTIRRYLSAQKPLLNDGQFRKTEQFCKSFENGIGKELHEQLVALDKQNKHTSYISGPWFDMYLSARDSVVLNFNPFMAFNPDPKSEYNDQLTRATNMTVSAIRFLKTLRAGLLEPEVFHLNPAKSDTITFKRLIRFVPSSLSWYGAYLVNAYPLDMSQYFRLFNSTRLPKPSRDELFTDDKARHLLVLRKGNFYIFDVLDQDGNIVSPSEIQAHLKYILSDSSPAPEFPLAYLTSENRDIWAELRQKLMSSGNEESLRKVDSAVFCLCLDDFPIKDLVHLSHNMLHGDGTNRWFDKSFNLIIAKDGSTAVHFEHSWGDGVAVLRFFNEVFKDSTQTPAVTPQSQPATTDSTVTVQKLNFELTDALKTGITAAKEKFDATMKTLTIDCVQFQRGGKEFLKKQKLSPDAVAQLAFQMAFLRQYGQTVATYESCSTAAFKHGRTE.... The pIC50 is 3.6. (5) The drug is Cc1ccc(Cl)cc1-n1cc(-c2cc(N)ncn2)cc1C(N)=O. The target protein sequence is PATEVDPTHFEKRFLKRIRDLGEGHFGKVELCRYDPEGDNTGEQVAVKSLKPESGGNHIADLKKEIEILRNLYHENIVKYKGICTEDGGNGIKLIMEFLPSGSLKEYLPKNKNKINLKQQLKYAVQICKGMDYLGSRQYVHRDLAARNVLVESEHQVKIGDFGLTKAIETDKEYYTVKDDRDSPVFWYAPECLMQSKFYIASDVWSFGVTLHELLTYCDSDSSPMALFLKMIGPTHGQMTVTRLVNTLKEGKRLPCPPNCPDEVYQLMRKCWEFQPSNRTSFQNLIEGFEAL. The pIC50 is 6.2. (6) The small molecule is CNc1nc2c(S(=O)(=O)c3ccccc3)nnn2c2ccsc12. The target protein (P97689) has sequence MEDIPTMVKVDRGESQILSCRGRRCGLKVLGYVTGDMKEFANWLKDKPVVLQFMDWILRGISQVVFVSNPISGILILAGLLVQNPWWALCGCVGTVVSTLTALLLSQDRSAIAAGLQGYNATLVGILMAVFSDKGDYFWWLIFPVSAMSMTCPVFSSALSSLFSKWDLPVFTLPFNMALSLYLSATGHYNTFFPSKLFMPVSSVPNITWSELSALELLKSLPVGVGQIYGCDNPWTGAIFLCAILLSSPLMCLHAAIGSLLGVIAGLSLAAPFKDIYSGLWGFNSSLACIAIGGMFMALTWQTHLLALACALFTAYFGACMTHLMAAVHLPACTWSFCLATLLFLLLTTENPNIYRMPLSKVTYSEENRIFYLQNKKRVVDSPL. The pIC50 is 4.5.